Dataset: Catalyst prediction with 721,799 reactions and 888 catalyst types from USPTO. Task: Predict which catalyst facilitates the given reaction. (1) Reactant: [C:1]([C:3]1[CH:8]=[CH:7][C:6]([C:9]2[N:13]3[CH:14]=[C:15]([C:18]4[CH:26]=[CH:25][C:21](C(O)=O)=[CH:20][CH:19]=4)[CH:16]=[CH:17][C:12]3=[N:11][CH:10]=2)=[CH:5][CH:4]=1)#[N:2].CN(C(ON1N=N[C:37]2[CH:38]=[CH:39][CH:40]=[N:41][C:36]1=2)=[N+](C)C)C.F[P-](F)(F)(F)(F)F.CN1CC[O:55][CH2:54]C1.[C:58](C(N)C1CCNCC1)([O:60][C:61]([CH3:64])([CH3:63])[CH3:62])=[O:59].[CH3:73][N:74](C=O)C. Product: [C:1]([C:3]1[CH:4]=[CH:5][C:6]([C:9]2[N:13]3[CH:14]=[C:15]([C:18]4[CH:26]=[CH:25][C:21]([C:54]([N:41]5[CH2:36][CH2:37][CH:38]([CH2:73][NH:74][C:58](=[O:59])[O:60][C:61]([CH3:62])([CH3:63])[CH3:64])[CH2:39][CH2:40]5)=[O:55])=[CH:20][CH:19]=4)[CH:16]=[CH:17][C:12]3=[N:11][CH:10]=2)=[CH:7][CH:8]=1)#[N:2]. The catalyst class is: 6. (2) Reactant: [F:1][C:2]1[CH:7]=[CH:6][C:5]([CH:8]2[CH:17]3[CH2:18][CH2:19][N:20](C([O-])=O)[CH:16]3[C:15]3[CH:14]=[CH:13][CH:12]=[CH:11][C:10]=3[NH:9]2)=[CH:4][CH:3]=1. Product: [F:1][C:2]1[CH:7]=[CH:6][C:5]([C@H:8]2[C@H:17]3[CH2:18][CH2:19][NH:20][C@H:16]3[C:15]3[CH:14]=[CH:13][CH:12]=[CH:11][C:10]=3[NH:9]2)=[CH:4][CH:3]=1. The catalyst class is: 63. (3) Reactant: [CH3:1][C:2]([C:4]1[CH:13]=[CH:12][C:7]2[O:8][CH2:9][CH2:10][O:11][C:6]=2[CH:5]=1)=[O:3].[CH:14]1([Mg]Br)[CH2:16][CH2:15]1.C1(C(C2C=CC(Cl)=CC=2)(O)C)CC1. Product: [CH:14]1([C:2]([C:4]2[CH:13]=[CH:12][C:7]3[O:8][CH2:9][CH2:10][O:11][C:6]=3[CH:5]=2)([OH:3])[CH3:1])[CH2:16][CH2:15]1. The catalyst class is: 7. (4) The catalyst class is: 2. Reactant: C(N(C(C)C)C(C)C)C.[OH:10][C:11]1[C:16]([C:17]([N:19]2[CH2:24][CH2:23][CH:22]([N:25]3[CH2:29][CH2:28][CH2:27][CH2:26]3)[CH2:21][CH2:20]2)=[O:18])=[C:15]([CH3:30])[CH:14]=[C:13]([C:31]2[CH:36]=[CH:35][CH:34]=[C:33]([C:37]([F:40])([F:39])[F:38])[CH:32]=2)[N:12]=1.[F:41][C:42]([F:55])([F:54])[S:43](O[S:43]([C:42]([F:55])([F:54])[F:41])(=[O:45])=[O:44])(=[O:45])=[O:44]. Product: [CH3:30][C:15]1[CH:14]=[C:13]([C:31]2[CH:36]=[CH:35][CH:34]=[C:33]([C:37]([F:40])([F:39])[F:38])[CH:32]=2)[N:12]=[C:11]([O:10][S:43]([C:42]([F:55])([F:54])[F:41])(=[O:45])=[O:44])[C:16]=1[C:17]([N:19]1[CH2:24][CH2:23][CH:22]([N:25]2[CH2:29][CH2:28][CH2:27][CH2:26]2)[CH2:21][CH2:20]1)=[O:18]. (5) Reactant: [C:1]([N:8]1[CH2:13][CH2:12][NH:11][C:10](=[O:14])[CH2:9]1)([O:3][C:4]([CH3:7])([CH3:6])[CH3:5])=[O:2].[O-]P([O-])([O-])=O.[K+].[K+].[K+].N[C@@H]1CCCC[C@H]1N.Br[C:32]1[CH:33]=[CH:34][N:35]=[C:36]2[C:41]=1[N:40]=[C:39]([O:42][CH3:43])[CH:38]=[CH:37]2. Product: [C:4]([O:3][C:1]([N:8]1[CH2:13][CH2:12][N:11]([C:32]2[C:41]3[C:36](=[CH:37][CH:38]=[C:39]([O:42][CH3:43])[N:40]=3)[N:35]=[CH:34][CH:33]=2)[C:10](=[O:14])[CH2:9]1)=[O:2])([CH3:7])([CH3:6])[CH3:5]. The catalyst class is: 321. (6) Reactant: [OH:1][CH:2]1[CH2:6][CH2:5][O:4][C:3]1=O.[F:8][C:9]1[CH:15]=[CH:14][C:12]([NH2:13])=[CH:11][CH:10]=1.[OH-].[Na+]. Product: [F:8][C:9]1[CH:15]=[CH:14][C:12]([N:13]2[CH2:5][CH2:6][CH:2]([OH:1])[C:3]2=[O:4])=[CH:11][CH:10]=1. The catalyst class is: 4. (7) Reactant: C(OC(=O)[NH:7][C:8]1[CH:13]=[C:12]([NH:14][CH2:15][CH:16]([CH3:18])[CH3:17])[C:11]([Cl:19])=[CH:10][C:9]=1[NH:20][C:21](=[O:37])[CH2:22][C:23]([C:25]1[CH:30]=[CH:29][CH:28]=[C:27]([C:31]2[O:35][N:34]=[C:33]([CH3:36])[CH:32]=2)[CH:26]=1)=O)(C)(C)C.C(O)(C(F)(F)F)=O. Product: [Cl:19][C:11]1[C:12]([NH:14][CH2:15][CH:16]([CH3:18])[CH3:17])=[CH:13][C:8]2[N:7]=[C:23]([C:25]3[CH:30]=[CH:29][CH:28]=[C:27]([C:31]4[O:35][N:34]=[C:33]([CH3:36])[CH:32]=4)[CH:26]=3)[CH2:22][C:21](=[O:37])[NH:20][C:9]=2[CH:10]=1. The catalyst class is: 2.